Dataset: Full USPTO retrosynthesis dataset with 1.9M reactions from patents (1976-2016). Task: Predict the reactants needed to synthesize the given product. (1) Given the product [BrH:20].[N:1]1[CH:6]=[CH:5][CH:4]=[C:3]([O:7][C:8]2[CH:9]=[CH:10][C:11]([C:12]3[O:13][C:19]([NH2:18])=[N:15][N:14]=3)=[CH:16][CH:17]=2)[CH:2]=1, predict the reactants needed to synthesize it. The reactants are: [N:1]1[CH:6]=[CH:5][CH:4]=[C:3]([O:7][C:8]2[CH:17]=[CH:16][C:11]([C:12]([NH:14][NH2:15])=[O:13])=[CH:10][CH:9]=2)[CH:2]=1.[N:18]#[C:19][Br:20]. (2) The reactants are: [SH2:1].[Br:2][C:3]1[CH:10]=[CH:9][C:6]([C:7]#[N:8])=[C:5]([F:11])[CH:4]=1. Given the product [Br:2][C:3]1[CH:10]=[CH:9][C:6]([C:7](=[S:1])[NH2:8])=[C:5]([F:11])[CH:4]=1, predict the reactants needed to synthesize it. (3) Given the product [Br:1][C:2]1[CH:3]=[C:4]([CH:7]=[CH:8][C:9]=1[O:10][CH:18]([F:23])[F:22])[CH:5]=[O:6], predict the reactants needed to synthesize it. The reactants are: [Br:1][C:2]1[CH:3]=[C:4]([CH:7]=[CH:8][C:9]=1[OH:10])[CH:5]=[O:6].C([O-])([O-])=O.[Cs+].[Cs+].Cl[C:18]([F:23])([F:22])C([O-])=O.[Na+]. (4) Given the product [NH2:38][C@H:33]1[CH2:34][C@@H:35]([CH3:37])[CH2:36][N:31]([C:22]2[C:21]([NH:20][C:18]([C:16]3[CH:15]=[CH:14][C:13]([F:46])=[C:12]([C:3]4[C:2]([F:1])=[CH:7][C:6]([CH2:8][O:9][CH3:10])=[CH:5][C:4]=4[F:11])[N:17]=3)=[O:19])=[CH:26][N:25]=[C:24]3[CH:27]([OH:30])[CH2:28][CH2:29][C:23]=23)[CH2:32]1, predict the reactants needed to synthesize it. The reactants are: [F:1][C:2]1[CH:7]=[C:6]([CH2:8][O:9][CH3:10])[CH:5]=[C:4]([F:11])[C:3]=1[C:12]1[N:17]=[C:16]([C:18]([NH:20][C:21]2[C:22]([N:31]3[CH2:36][C@H:35]([CH3:37])[CH2:34][C@H:33]([NH:38]C(=O)OC(C)(C)C)[CH2:32]3)=[C:23]3[CH2:29][CH2:28][CH:27]([OH:30])[C:24]3=[N:25][CH:26]=2)=[O:19])[CH:15]=[CH:14][C:13]=1[F:46].C(O)(C(F)(F)F)=O. (5) Given the product [F:1][C:2]1[CH:3]=[C:4]([N:39]2[C:44](=[O:45])[C:43]3[S:46][C:47]4[CH2:52][CH2:51][CH2:50][CH2:49][C:48]=4[C:42]=3[CH:41]=[N:40]2)[C:5]([CH2:34][OH:35])=[C:6]([C:8]2[CH:9]=[C:10]([NH:16][C:17]3[N:22]=[C:21]([N:23]4[CH2:28][CH2:27][CH2:26][C@H:25]([NH:29][C:30](=[O:33])[CH:31]=[CH2:32])[CH2:24]4)[CH:20]=[CH:19][CH:18]=3)[C:11](=[O:15])[N:12]([CH3:14])[CH:13]=2)[CH:7]=1, predict the reactants needed to synthesize it. The reactants are: [F:1][C:2]1[CH:3]=[C:4]([N:39]2[C:44](=[O:45])[C:43]3[S:46][C:47]4[CH2:52][CH2:51][CH2:50][CH2:49][C:48]=4[C:42]=3[CH:41]=[N:40]2)[C:5]([CH2:34][O:35]C(=O)C)=[C:6]([C:8]2[CH:9]=[C:10]([NH:16][C:17]3[N:22]=[C:21]([N:23]4[CH2:28][CH2:27][CH2:26][C@H:25]([NH:29][C:30](=[O:33])[CH:31]=[CH2:32])[CH2:24]4)[CH:20]=[CH:19][CH:18]=3)[C:11](=[O:15])[N:12]([CH3:14])[CH:13]=2)[CH:7]=1.O[Li].O. (6) The reactants are: [NH2:1][C:2]1[C:7]([C:8]([OH:10])=O)=[CH:6][N:5]=[CH:4][CH:3]=1.Cl.CN.C(Cl)CCl.C1C=CC2N(O)N=[N:24][C:22]=2C=1.CCN(C(C)C)C(C)C. Given the product [NH2:1][C:2]1[C:7]([C:8]([NH:24][CH3:22])=[O:10])=[CH:6][N:5]=[CH:4][CH:3]=1, predict the reactants needed to synthesize it. (7) The reactants are: [NH2:1][C@H:2]1[CH2:7][CH2:6][C@H:5]([NH2:8])[CH2:4][CH2:3]1.C(O)(C)C.C(=O)=O.[CH:16]1([N:22]=[C:23]=[O:24])[CH2:21][CH2:20][CH2:19][CH2:18][CH2:17]1. Given the product [NH2:1][C@H:2]1[CH2:7][CH2:6][C@H:5]([NH:8][C:23]([NH:22][CH:16]2[CH2:21][CH2:20][CH2:19][CH2:18][CH2:17]2)=[O:24])[CH2:4][CH2:3]1, predict the reactants needed to synthesize it. (8) Given the product [OH-:3].[K+:50].[OH:15][CH2:16][CH2:17][CH2:18][N:19]1[C:27]2[C:22](=[CH:23][C:24]([CH2:30][C@H:31]([NH:33][CH2:34][CH2:35][O:36][C:37]3[CH:42]=[CH:41][CH:40]=[CH:39][C:38]=3[O:43][CH2:44][C:45]([F:48])([F:46])[F:47])[CH3:32])=[CH:25][C:26]=2[C:28]#[N:29])[CH2:21][CH2:20]1, predict the reactants needed to synthesize it. The reactants are: C(O)(=O)C(O)=[O:3].C([O:15][CH2:16][CH2:17][CH2:18][N:19]1[C:27]2[C:22](=[CH:23][C:24]([CH2:30][C@H:31]([NH:33][CH2:34][CH2:35][O:36][C:37]3[CH:42]=[CH:41][CH:40]=[CH:39][C:38]=3[O:43][CH2:44][C:45]([F:48])([F:47])[F:46])[CH3:32])=[CH:25][C:26]=2[C:28]#[N:29])[CH2:21][CH2:20]1)(=O)C1C=CC=CC=1.[OH-].[K+:50].O.